Predict the reactants needed to synthesize the given product. From a dataset of Full USPTO retrosynthesis dataset with 1.9M reactions from patents (1976-2016). (1) Given the product [Cl:11][C:9]1[N:10]=[C:5]([NH:4][CH2:1][CH:2]=[CH2:3])[C:6]2[N:15]=[C:14]([NH:24][CH2:21][CH:22]=[CH2:23])[N:13]=[C:12]([NH:17][CH2:18][CH:19]=[CH2:20])[C:7]=2[N:8]=1, predict the reactants needed to synthesize it. The reactants are: [CH2:1]([NH:4][C:5]1[C:6]2[N:15]=[C:14](Cl)[N:13]=[C:12]([NH:17][CH2:18][CH:19]=[CH2:20])[C:7]=2[N:8]=[C:9]([Cl:11])[N:10]=1)[CH:2]=[CH2:3].[CH2:21]([NH2:24])[CH:22]=[CH2:23].C([O-])(O)=O.[Na+]. (2) Given the product [O:9]1[C:10]2[CH:16]=[CH:15][CH:14]=[CH:13][C:11]=2[N:12]=[C:8]1[C:5]1[CH:6]=[CH:7][C:2]([B:22]([OH:25])[OH:23])=[CH:3][CH:4]=1, predict the reactants needed to synthesize it. The reactants are: Br[C:2]1[CH:7]=[CH:6][C:5]([C:8]2[O:9][C:10]3[CH:16]=[CH:15][CH:14]=[CH:13][C:11]=3[N:12]=2)=[CH:4][CH:3]=1.C([Li])CCC.[B:22](OC)([O:25]C)[O:23]C.Cl. (3) Given the product [Cl:21][C:15]1[CH:14]=[C:13]([CH3:18])[N:12]=[C:11](/[CH:10]=[CH:9]/[C:5]2[CH:6]=[CH:7][CH:8]=[C:3]([O:2][CH3:1])[CH:4]=2)[N:16]=1, predict the reactants needed to synthesize it. The reactants are: [CH3:1][O:2][C:3]1[CH:4]=[C:5](/[CH:9]=[CH:10]/[C:11]2[N:16]=[C:15](O)[CH:14]=[C:13]([CH3:18])[N:12]=2)[CH:6]=[CH:7][CH:8]=1.O=P(Cl)(Cl)[Cl:21]. (4) Given the product [N+:1]([C:4]1[CH:5]=[C:6]([CH:21]=[C:22]([N+:24]([O-:26])=[O:25])[CH:23]=1)[C:7]([NH:9][C@H:10]([C:15]1[CH:20]=[CH:19][CH:18]=[CH:17][CH:16]=1)[CH2:11][C:12]([O:14][N:28]1[C:32](=[O:33])[CH2:31][CH2:30][C:29]1=[O:34])=[O:13])=[O:8])([O-:3])=[O:2], predict the reactants needed to synthesize it. The reactants are: [N+:1]([C:4]1[CH:5]=[C:6]([CH:21]=[C:22]([N+:24]([O-:26])=[O:25])[CH:23]=1)[C:7]([NH:9][C@H:10]([C:15]1[CH:20]=[CH:19][CH:18]=[CH:17][CH:16]=1)[CH2:11][C:12]([OH:14])=[O:13])=[O:8])([O-:3])=[O:2].O[N:28]1[C:32](=[O:33])[CH2:31][CH2:30][C:29]1=[O:34].C1(N=C=NC2CCCCC2)CCCCC1.